This data is from Reaction yield outcomes from USPTO patents with 853,638 reactions. The task is: Predict the reaction yield, written as a fraction of the theoretical maximum amount of product (1.0 means a 100% yield; for example, 0.34 means a 34% yield). (1) The reactants are CN(C)C=[O:4].Cl[CH2:7][CH2:8][CH2:9][O:10][C:11]1[CH:20]=[C:19]2[C:14]([C:15]([O:21][C:22]3[C:23]([CH3:32])=[N:24][C:25]4[C:30]([CH:31]=3)=[CH:29][CH:28]=[CH:27][CH:26]=4)=[CH:16][CH:17]=[N:18]2)=[CH:13][C:12]=1[O:33][CH3:34].C(=O)([O-])[O-].[K+].[K+]. The catalyst is O. The product is [CH3:34][O:33][C:12]1[CH:13]=[C:14]2[C:19](=[CH:20][C:11]=1[O:10][CH2:9][CH2:8][CH2:7][OH:4])[N:18]=[CH:17][CH:16]=[C:15]2[O:21][C:22]1[C:23]([CH3:32])=[N:24][C:25]2[C:30]([CH:31]=1)=[CH:29][CH:28]=[CH:27][CH:26]=2. The yield is 0.610. (2) The product is [C:33]1([CH:21]([C:15]2[CH:20]=[CH:19][CH:18]=[CH:17][CH:16]=2)[N:22]2[C:30]3[C:25](=[CH:26][CH:27]=[CH:28][CH:29]=3)[C:24]([OH:31])([C:5]3[CH:6]=[C:7]([CH3:8])[C:2]([CH3:1])=[CH:3][C:4]=3[OH:9])[C:23]2=[O:32])[CH:34]=[CH:35][CH:36]=[CH:37][CH:38]=1. The reactants are [CH3:1][C:2]1[CH:3]=[C:4]([OH:9])[CH:5]=[CH:6][C:7]=1[CH3:8].C([Mg]Cl)(C)C.[C:15]1([CH:21]([C:33]2[CH:38]=[CH:37][CH:36]=[CH:35][CH:34]=2)[N:22]2[C:30]3[C:25](=[CH:26][CH:27]=[CH:28][CH:29]=3)[C:24](=[O:31])[C:23]2=[O:32])[CH:20]=[CH:19][CH:18]=[CH:17][CH:16]=1. The yield is 0.730. The catalyst is O1CCCC1. (3) The reactants are [NH2:1][C:2]1[N:11]=[C:10]([CH3:12])[C:9]2[C:8](=[O:13])[CH2:7][CH:6]([C:14]3[CH:19]=[CH:18][C:17]([F:20])=[CH:16][C:15]=3Br)[CH2:5][C:4]=2[N:3]=1.[F:22][C:23]1[C:28](B(O)O)=[CH:27][CH:26]=[CH:25][N:24]=1.C(=O)([O-])[O-].[K+].[K+]. The catalyst is COCCOC. The product is [NH2:1][C:2]1[N:11]=[C:10]([CH3:12])[C:9]2[C:8](=[O:13])[CH2:7][CH:6]([C:14]3[CH:19]=[CH:18][C:17]([F:20])=[CH:16][C:15]=3[C:28]3[C:23]([F:22])=[N:24][CH:25]=[CH:26][CH:27]=3)[CH2:5][C:4]=2[N:3]=1. The yield is 0.960.